Dataset: Reaction yield outcomes from USPTO patents with 853,638 reactions. Task: Predict the reaction yield, written as a fraction of the theoretical maximum amount of product (1.0 means a 100% yield; for example, 0.34 means a 34% yield). (1) The reactants are [F:1][C:2]1[CH:7]=[C:6]([F:8])[CH:5]=[CH:4][C:3]=1[NH:9][C@H:10]1[NH:18][C:17]2[C:12](=[N:13][C:14]([NH:19][CH:20]3[CH2:29][CH2:28][C:23]4(OCC[O:24]4)[CH2:22][CH2:21]3)=[N:15][CH:16]=2)[N:11]1[CH:30]1[CH2:35][CH2:34][CH:33]([OH:36])[CH2:32][CH2:31]1.FC(F)(F)C(O)=O. The catalyst is C(Cl)Cl. The product is [F:1][C:2]1[CH:7]=[C:6]([F:8])[CH:5]=[CH:4][C:3]=1[NH:9][C@H:10]1[NH:18][C:17]2[C:12](=[N:13][C:14]([NH:19][CH:20]3[CH2:21][CH2:22][C:23](=[O:24])[CH2:28][CH2:29]3)=[N:15][CH:16]=2)[N:11]1[CH:30]1[CH2:35][CH2:34][CH:33]([OH:36])[CH2:32][CH2:31]1. The yield is 0.120. (2) The reactants are [NH2:1][C:2](=[O:36])[CH2:3][O:4][C:5]1[CH:6]=[C:7]2[C:12](=[CH:13][CH:14]=1)[C:11](=[O:15])[N:10]([CH2:16][CH:17]([CH3:19])[CH3:18])[C:9]([CH2:20][NH:21]C(=O)OC(C)(C)C)=[C:8]2[C:29]1[CH:34]=[CH:33][C:32]([Cl:35])=[CH:31][CH:30]=1. The catalyst is Cl.C(OCC)(=O)C. The product is [ClH:35].[NH2:21][CH2:20][C:9]1[N:10]([CH2:16][CH:17]([CH3:19])[CH3:18])[C:11](=[O:15])[C:12]2[C:7]([C:8]=1[C:29]1[CH:30]=[CH:31][C:32]([Cl:35])=[CH:33][CH:34]=1)=[CH:6][C:5]([O:4][CH2:3][C:2]([NH2:1])=[O:36])=[CH:14][CH:13]=2. The yield is 0.889. (3) The yield is 0.820. The reactants are [Cl:1][C:2]1[CH:3]=[C:4]([C:22]2[CH:27]=[CH:26][C:25]([C:28](O)=[O:29])=[CH:24][CH:23]=2)[CH:5]=[C:6]([Cl:21])[C:7]=1[CH2:8][CH:9]1[CH2:13][CH2:12][N:11]([CH:14]2[CH2:19][CH2:18][CH2:17][CH2:16][CH2:15]2)[C:10]1=[O:20].C(N1C=CN=C1)(N1C=CN=C1)=O.C(OC([N:50]1[CH2:55][CH2:54][CH:53]([NH2:56])[CH2:52][CH2:51]1)=O)(C)(C)C. The catalyst is ClCCl. The product is [NH:50]1[CH2:55][CH2:54][CH:53]([NH:56][C:28]([C:25]2[CH:24]=[CH:23][C:22]([C:4]3[CH:3]=[C:2]([Cl:1])[C:7]([CH2:8][CH:9]4[CH2:13][CH2:12][N:11]([CH:14]5[CH2:15][CH2:16][CH2:17][CH2:18][CH2:19]5)[C:10]4=[O:20])=[C:6]([Cl:21])[CH:5]=3)=[CH:27][CH:26]=2)=[O:29])[CH2:52][CH2:51]1. (4) The reactants are [CH:1](=O)[CH2:2][CH:3]([CH3:5])[CH3:4].[CH:7]([Mg]Br)=C.[C:11]([O:19]CC)(=[O:18])[CH2:12][C:13](OCC)=O.[OH-].[K+]. The catalyst is C1COCC1.CCO. The product is [CH3:4][CH:3]([CH3:5])[CH2:2]/[CH:1]=[CH:7]/[CH2:13][CH2:12][C:11]([OH:19])=[O:18]. The yield is 0.300. (5) The reactants are Cl.C(OCC)C.C(OC([N:14]([CH:25]([C:32]1[CH:37]=[CH:36][C:35]([C:38]2[CH:43]=[CH:42][C:41]([C:44]([F:47])([F:46])[F:45])=[CH:40][CH:39]=2)=[CH:34][CH:33]=1)[CH2:26][CH2:27][C:28]([F:31])([F:30])[F:29])[C:15]1[CH:24]=[CH:23][C:18]([C:19]([O:21][CH3:22])=[O:20])=[CH:17][N:16]=1)=O)(C)(C)C. The catalyst is ClCCl. The product is [F:31][C:28]([F:29])([F:30])[CH2:27][CH2:26][CH:25]([NH:14][C:15]1[CH:24]=[CH:23][C:18]([C:19]([O:21][CH3:22])=[O:20])=[CH:17][N:16]=1)[C:32]1[CH:33]=[CH:34][C:35]([C:38]2[CH:39]=[CH:40][C:41]([C:44]([F:47])([F:46])[F:45])=[CH:42][CH:43]=2)=[CH:36][CH:37]=1. The yield is 0.730. (6) The yield is 0.0650. The catalyst is CN(C=O)C.O.CC([O-])=O.CC([O-])=O.[Pd+2]. The product is [C:35]([C:23]1[CH:22]=[C:21]([C:12]2[S:11][C:10]([C:13]([O:15][CH2:16][CH3:17])=[O:14])=[N:9][C:8]=2[CH:7]([CH:1]2[CH2:2][CH2:3][CH2:4][CH2:5][CH2:6]2)[O:18][CH3:19])[CH:26]=[CH:25][C:24]=1[S:27](=[O:28])(=[O:29])[NH:30][C:31]([CH3:34])([CH3:33])[CH3:32])([CH3:38])([CH3:36])[CH3:37]. The reactants are [CH:1]1([CH:7]([O:18][CH3:19])[C:8]2[N:9]=[C:10]([C:13]([O:15][CH2:16][CH3:17])=[O:14])[S:11][CH:12]=2)[CH2:6][CH2:5][CH2:4][CH2:3][CH2:2]1.Br[C:21]1[CH:26]=[CH:25][C:24]([S:27]([NH:30][C:31]([CH3:34])([CH3:33])[CH3:32])(=[O:29])=[O:28])=[C:23]([C:35]([CH3:38])([CH3:37])[CH3:36])[CH:22]=1.C1C=CC(P(C2C=CC=CC=2)C2C=CC=CC=2)=CC=1.N#N. (7) The reactants are C(=O)(SC)O[O:3][CH:4]([O:8][C:9](=[O:13])[CH:10]([CH3:12])[CH3:11])[CH:5]([CH3:7])[CH3:6].[OH:17][N:18]1[C:22](=[O:23])[C@H:21]([O:24][C:25](=[O:32])[C:26]2[CH:31]=[CH:30][CH:29]=[CH:28][CH:27]=2)[C@@H:20]([O:33][C:34](=[O:41])[C:35]2[CH:40]=[CH:39][CH:38]=[CH:37][CH:36]=2)[C:19]1=[O:42].[C:43](OO)(=[O:45])C.C(O)(=O)C. The catalyst is ClCCCl. The product is [CH3:12][CH:10]([CH3:11])[C:9]([O:8][C@@H:4]([O:3][C:43]([O:17][N:18]1[C:22](=[O:23])[C@H:21]([O:24][C:25](=[O:32])[C:26]2[CH:27]=[CH:28][CH:29]=[CH:30][CH:31]=2)[C@@H:20]([O:33][C:34](=[O:41])[C:35]2[CH:40]=[CH:39][CH:38]=[CH:37][CH:36]=2)[C:19]1=[O:42])=[O:45])[CH:5]([CH3:6])[CH3:7])=[O:13]. The yield is 0.250.